From a dataset of Full USPTO retrosynthesis dataset with 1.9M reactions from patents (1976-2016). Predict the reactants needed to synthesize the given product. (1) The reactants are: [OH:1][CH2:2][C@@H:3]1[CH2:5][C@:4]1([CH2:12][N:13]([CH3:23])[S:14]([C:17]1[CH:22]=[CH:21][CH:20]=[CH:19][CH:18]=1)(=[O:16])=[O:15])[C:6]1[CH:11]=[CH:10][CH:9]=[CH:8][CH:7]=1.CC(OI1(OC(C)=O)(OC(C)=O)OC(=O)C2C=CC=CC1=2)=O.[OH-].[Na+]. Given the product [CH:2]([C@@H:3]1[CH2:5][C@:4]1([CH2:12][N:13]([CH3:23])[S:14]([C:17]1[CH:22]=[CH:21][CH:20]=[CH:19][CH:18]=1)(=[O:15])=[O:16])[C:6]1[CH:11]=[CH:10][CH:9]=[CH:8][CH:7]=1)=[O:1], predict the reactants needed to synthesize it. (2) Given the product [C:1]([N:3]=[C:4]([N:46]1[CH2:45][CH2:44][CH:43]([N:35]2[C:36]3[C:37](=[N:38][CH:39]=[CH:40][CH:41]=3)[NH:42][C:34]2=[O:33])[CH2:48][CH2:47]1)[NH:5][C@@H:6]1[CH2:12][CH2:11][C@@H:10]([C:13]2[CH:18]=[CH:17][CH:16]=[C:15]([F:19])[C:14]=2[F:20])[CH2:9][N:8]([CH2:21][CH3:22])[C:7]1=[O:23])#[N:2], predict the reactants needed to synthesize it. The reactants are: [C:1]([N:3]=[C:4](OC1C=CC=CC=1)[NH:5][C@@H:6]1[CH2:12][CH2:11][C@@H:10]([C:13]2[CH:18]=[CH:17][CH:16]=[C:15]([F:19])[C:14]=2[F:20])[CH2:9][N:8]([CH2:21][CH3:22])[C:7]1=[O:23])#[N:2].Cl.Cl.[O:33]=[C:34]1[NH:42][C:37]2=[N:38][CH:39]=[CH:40][CH:41]=[C:36]2[N:35]1[CH:43]1[CH2:48][CH2:47][NH:46][CH2:45][CH2:44]1.C(N(CC)C(C)C)(C)C. (3) Given the product [C:11]1([C:6]2[C:7](=[O:9])[NH:8][C:3](=[O:2])[NH:4][CH:5]=2)[CH:12]=[CH:13][CH:14]=[CH:15][CH:16]=1, predict the reactants needed to synthesize it. The reactants are: C[O:2][C:3]1[N:8]=[C:7]([O:9]C)[C:6]([C:11]2[CH:16]=[CH:15][CH:14]=[CH:13][CH:12]=2)=[CH:5][N:4]=1.